Dataset: B-cell epitopes from IEDB database with 3,159 antigens for binding position prediction. Task: Token-level Classification. Given an antigen amino acid sequence, predict which amino acid positions are active epitope sites capable of antibody binding. Output is a list of indices for active positions. (1) Given the antigen sequence: MELNHFELLYRTNKQKPMGVEEPVYDATGRPLFGDPSEVHPQSTLKLPHDRGRGNIKTTLNNLPRKGDCRSGNHLGPVSGIYVKPGPVFYQDYMGPVYHRAPLEFFNETQFCEVTKRIGRVTGSDGKLYHIYVCIDGCILLKLAKRGEPRTLKWIRNFTDCPLWVTSCSDDGASGSKEKKPDRINKGKLKIAPKEHEKDSRTKPPDATIVVEGVKYQVKKKGKVKGKNTQDGLYHNKNKPPESRKKLEKALLAWAVITIMLYQPVEAENITQWNLSDNGTNGIQHAMYLRGVSRSLHGIWPEKICKGVPTYLATDTELKEIQGMMDASEGTNYTCCKLQRHEWNKHGWCNWYNIDPWIQLMNRTQANLAEGPPAKECAVTCRYDKDADINVVTQARNRPTTLTGCKKGKNFSFVGTIIEGPCNFNVSVEDILYGDHECGSLLQDTALYLVDGMTNTIENARQGAARVTSWLGRQLSTAGKRLEGRSKTWFGAYALSPYCN..., which amino acid positions are active epitope sites? The epitope positions are: [772, 773, 774, 775, 776, 777, 778, 779, 780, 781, 782, 783, 784, 785, 786, 787, 788, 789, 790, 791... (24 total positions)]. The amino acids at these positions are: FDGTNPSTEEMGDDFGFGLCPFDT. (2) The epitope positions are: [42, 43, 44, 45, 46, 47, 48, 49, 50, 51, 52, 53, 54, 55, 56, 57, 58, 59, 60, 61... (23 total positions)]. The amino acids at these positions are: SGQVYQDWLGRMNCSYENMTALE. Given the antigen sequence: MSSTQIRTEIPVALLILCLCLVACHANCPTYRSHLGFWQEGWSGQVYQDWLGRMNCSYENMTALEAVSLNGTRLAAGSPSSEYPNVSVSVEDTSASGSGEDAIDESGSGEEERPVTSHVTFMTQSVQATTELTDALISAFSGSYSSGEPSRTTRIRVSPVAENGRNSGASNRVPFSATTTTTRGRDAHYNAEIRTHLYILWAVGLLLGLVLILYLCVPRCRRKKPYIV, which amino acid positions are active epitope sites? (3) Given the antigen sequence: MQIELSTCFFLCLLRFCFSATRRYYLGAVELSWDYMQSDLGELPVDARFPPRVPKSFPFNTSVVYKKTLFVEFTDHLFNIAKPRPPWMGLLGPTIQAEVYDTVVITLKNMASHPVSLHAVGVSYWKASEGAEYDDQTSQREKEDDKVFPGGSHTYVWQVLKENGPMASDPLCLTYSYLSHVDLVKDLNSGLIGALLVCREGSLAKEKTQTLHKFILLFAVFDEGKSWHSETKNSLMQDRDAASARAWPKMHTVNGYVNRSLPGLIGCHRKSVYWHVIGMGTTPEVHSIFLEGHTFLVRNHRQASLEISPITFLTAQTLLMDLGQFLLFCHISSHQHDGMEAYVKVDSCPEEPQLRMKNNEEAEDYDDDLTDSEMDVVRFDDDNSPSFIQIRSVAKKHPKTWVHYIAAEEEDWDYAPLVLAPDDRSYKSQYLNNGPQRIGRKYKKVRFMAYTDETFKTREAIQHESGILGPLLYGEVGDTLLIIFKNQASRPYNIYPHGIT..., which amino acid positions are active epitope sites? The epitope positions are: [742, 743, 744, 745, 746, 747, 748, 749]. The amino acids at these positions are: EDISAYLL. (4) Given the antigen sequence: MVPQVLLFAPLLVFPLCFGKFPIYTIPDKLGPWSPIDLHHLSCPNNLVVEDEGCTNLSGFSYMELKVGYISAIKVNGFTCTGVVTEAETYTNFVGYVTTTFKRKHFRPTPDACRAAYNWKMAGDPRYEESLHNPYPDYHWLRTVKTTKESLVIISPSVTDLDPYDKSLHSRVFPGGNCSGITVSSTYCSTNHDYTIWMPENLRLGTSCDIFTHSRGKRASKGDKTCGFVDERGLYKSLKGACKLKLCGVLGLRLMDGTWVAMQTSDETKWCPPGQLVNLHDFRSDEIEHLVEEELVKKREECLDALESIMTTKSVSFRRLSHLRKLVPGFGKAYTIFNKTLMEADAHYKSVQTWNEIIPSKGCLRVGERCHPHVNGVFFNGIILGSDGHVLIPEMQSSLLQQHMELLESSVIPLMHPLADPSTVFKDGDEVEDFVEVHLPDVHKQVSGVDLGLPKWGKYVLMIAGALIALMLIIFLMTCCRRVNRPESTQSNLGGTGRNV..., which amino acid positions are active epitope sites? The epitope positions are: [267, 268, 269, 270, 271, 272, 273, 274, 275, 276, 277, 278, 279, 280, 281, 282, 283, 284, 285, 286]. The amino acids at these positions are: TKWCPPGQLVNLHDFRSDEI. (5) Given the antigen sequence: MGKIIKSLSRFGKKVGSALSSNTAKKIYSTIGKAAERFAESEIGAATIDGLVQGSVHSIITGESYGESVKQAVLLNVLGTGEELPDPLSPGERGMQTKIKELEDEQRNELVRLKYNKEITKEFGKELEEVYDFMNGEAKEEEVVQEQYSMLCKAVDSYEKILKAEDSKMATLARALQREASERSQDEIKMVKEYRQKIDALKNAIEIERDGMQEEAIQEIAGMTADVLEAASEEVPLIGAGMATAVATGRAIEGAYKLKKVINALSGIDLSHMRSPKIEPTIIATTLEHRFKEIPDEQLAVSVLNKKTAVTDNCNEIAHIKQEILPKFKQIMDEEKEIEGIEDKVIHPRVMMRFKIPRTQQPQIHIYAAPWDSDDVFFFHCVSHHHRNESFFLGFDLGIDVVHFEDLTSHWHALGQAQEASGRTLTEAYREFLNLSISNTYSSAIHTRRMIRSRAVHPIFLGSMHYDITYEALKNNAQRIVYDEELQMHILRGPLHFHHR..., which amino acid positions are active epitope sites? The epitope positions are: [285, 286, 287, 288, 289, 290, 291, 292, 293, 294, 295, 296, 297, 298, 299, 300]. The amino acids at these positions are: TLEHRFKEIPDEQLAV.